Dataset: Catalyst prediction with 721,799 reactions and 888 catalyst types from USPTO. Task: Predict which catalyst facilitates the given reaction. Reactant: [CH:1]1CCCCC=1.[C:7]([NH:15][C:16]1[C:17]2[N:18]=[CH:19][N:20]([C:36]=2[N:37]=[CH:38][N:39]=1)[C@@H:21]1[O:35][C@H:25]([CH2:26][O:27][Si](C(C)(C)C)(C)C)[C@@H:23]([OH:24])[CH2:22]1)(=[O:14])[C:8]1[CH:13]=[CH:12][CH:11]=[CH:10][CH:9]=1.[N-:40]=[N+:41]=[N-:42].[Na+].[NH4+].[F-]. Product: [C:7]([NH:15][C:16]1[C:17]2[N:18]=[CH:19][N:20]([C:36]=2[N:37]=[CH:38][N:39]=1)[C@@H:21]1[O:35][C@H:25]([CH2:26][OH:27])[C@@H:23]([O:24][CH2:1][N:40]=[N+:41]=[N-:42])[CH2:22]1)(=[O:14])[C:8]1[CH:13]=[CH:12][CH:11]=[CH:10][CH:9]=1. The catalyst class is: 2.